From a dataset of Reaction yield outcomes from USPTO patents with 853,638 reactions. Predict the reaction yield, written as a fraction of the theoretical maximum amount of product (1.0 means a 100% yield; for example, 0.34 means a 34% yield). The reactants are [Cl:1][C:2]1[CH:7]=[C:6]([NH:8][C:9]([C:11]2[N:15]3[N:16]=[C:17]([NH:33][CH:34]4[CH2:39][CH2:38][O:37][CH2:36][CH2:35]4)[CH:18]=[C:19]([N:20]([CH:30]4[CH2:32][CH2:31]4)CC4C=CC(OC)=CC=4)[C:14]3=[N:13][CH:12]=2)=[O:10])[CH:5]=[CH:4][N:3]=1.C(O)(C(F)(F)F)=O. The catalyst is C(Cl)Cl.CO. The product is [Cl:1][C:2]1[CH:7]=[C:6]([NH:8][C:9]([C:11]2[N:15]3[N:16]=[C:17]([NH:33][CH:34]4[CH2:39][CH2:38][O:37][CH2:36][CH2:35]4)[CH:18]=[C:19]([NH:20][CH:30]4[CH2:32][CH2:31]4)[C:14]3=[N:13][CH:12]=2)=[O:10])[CH:5]=[CH:4][N:3]=1. The yield is 0.359.